Dataset: Human Reference Interactome with 51,813 positive PPI pairs across 8,248 proteins, plus equal number of experimentally-validated negative pairs. Task: Binary Classification. Given two protein amino acid sequences, predict whether they physically interact or not. (1) Protein 1 (ENSG00000163467) has sequence MERHTSHPNRKVPAKEEANAVPLCRAKPSPSYINLQASSPPATFLNIQTTKLPSVDHKPKECLGLLECMYANLQLQTQLAQQQMAVLEHLQASVTQLAPGRGSNNSSLPALSPNPLLNHLPQFSK*MERHTSHPNRKVPAKEEANAVPLCRAKPSPSYINLQASSPPATFLNIQTTKLPSAQGMPRTPGMYVCKPPASDPARPTTDGCFGTFTGICDTTGSWEGKQ*. Protein 2 (ENSG00000114125) has sequence MADVEDGEETCALASHSGSSGSKSGGDKMFSLKKWNAVAMWSWDVECDTCAICRVQVMDACLRCQAENKQEDCVVVWGECNHSFHNCCMSLWVKQNNRCPLCQQDWVVQRIGK*MADVEDGEETCALASHSGSSGSKSGGDKMFSLKKWNAVAMWSWDVECDTCAICRVQMPVLDVKLKTNKRTVLWSGENVIIPSTTAACPCG*MADVEDGEETCALASHSGSSGSKSGGDKMFSLKKWNAVAMWSWDVECDTCAICRVQVMDEGIGVRNWSEALNLINASEMGFDCRSGSTALAVPSV.... Result: 0 (the proteins do not interact). (2) Protein 1 (ENSG00000166046) has sequence MPFNGEKQCVGEDQPSDSDSSRFSESMASLSDYECSRQSFASDSSSKSSSPASTSPPRVVTFDEVMATARNLSNLTLAHEIAVNENFQLKQEALPEKSLAGRVKHIVHQAFWDVLDSELNADPPEFEHAIKLFEEIREILLSFLTPGGNRLRNQICEVLDTDLIRQQAEHSAVDIQGLANYVISTMGKLCAPVRDNDIRELKATGNIVEVLRQIFHVLDLMQMDMANFTIMSLRPHLQRQLVEYERTKFQEILEETPSALDQTTEWIKESVNEELFSLSESALTPGAENTSKPSLSPTLV.... Protein 2 (ENSG00000143578) has sequence MDLGIPDLLDAWLEPPEDIFSTGSVLELGLHCPPPEVPVTRLQEQGLQGWKSGGDRGCGLQESEPEDFLKLFIDPNEVYCSEASPGSDSGISEDPCHPDSPPAPRATSSPMLYEVVYEAGALERMQGETGPNVGLISIQLDQWSPAFMVPDSCMVSELPFDAHAHILPRAGTVAPVPCTTLLPCQTLFLTDEEKRLLGQEGVSLPSHLPLTKAEERVLKKVRRKIRNKQSAQDSRRRKKEYIDGLESRVAACSAQNQELQKKVQELERHNISLVAQLRQLQTLIAQTSNKAAQTSTCVLI.... Result: 0 (the proteins do not interact). (3) Result: 0 (the proteins do not interact). Protein 1 (ENSG00000135423) has sequence MRSMKALQKALSRAGSHCGRGGWGHPSRSPLLGGGVRHHLSEAAAQGRETPHSHQPQHQDHDSSESGMLSRLGDLLFYTIAEGQERIPIHKFTTALKATGLQTSDPRLRDCMSEMHRVVQESSSGGLLDRDLFRKCVSSNIVLLTQAFRKKFVIPDFEEFTGHVDRIFEDVKELTGGKVAAYIPQLAKSNPDLWGVSLCTVDGQRHSVGHTKIPFCLQSCVKPLTYAISISTLGTDYVHKFVGKEPSGLRYNKLSLNEEGIPHNPMVNAGAIVVSSLIKMDCNKAEKFDFVLQYLNKMAG.... Protein 2 (ENSG00000155975) has sequence MSWLFPLTKSASSSAAGSPGGLTSLQQQKQRLIESLRNSHSSIAEIQKDVEYRLPFTINNLTININILLPPQFPQEKPVISVYPPIRHHLMDKQGVYVTSPLVNNFTMHSDLGKIIQSLLDEFWKNPPVLAPTSTAFPYLYSNPSGMSPYASQGFPFLPPYPPQEANRSITSLSVADTVSSSTTSHTTAKPAAPSFGVLSNLPLPIPTVDASIPTSQNGFGYKMPDVPDAFPELSELSVSQLTDMNEQEEVLLEQFLTLPQLKQIITDKDDLVKSIEELARKNLLLEPSLEAKRQTVLDK....